This data is from Catalyst prediction with 721,799 reactions and 888 catalyst types from USPTO. The task is: Predict which catalyst facilitates the given reaction. (1) Reactant: C[N:2]([CH:4]=[C:5]([C:9](=O)[CH3:10])[C:6](=[O:8])[CH3:7])[CH3:3].NC1[CH:17]=[C:16]([CH3:18])[NH:15][N:14]=1. Product: [CH3:18][C:16]1[CH:17]=[C:3]2[N:2]=[CH:4][C:5]([C:6](=[O:8])[CH3:7])=[C:9]([CH3:10])[N:14]2[N:15]=1. The catalyst class is: 8. (2) Reactant: [N:1]1[CH:6]=[CH:5][CH:4]=[C:3]([NH:7][C:8](=[O:15])OCC(Cl)(Cl)Cl)[CH:2]=1.[C:16]1([C:22]2[N:23]=[C:24]([CH:27]3[CH2:32][CH2:31][NH:30][CH2:29][CH2:28]3)[S:25][CH:26]=2)[CH:21]=[CH:20][CH:19]=[CH:18][CH:17]=1.C(N(C(C)C)CC)(C)C.CS(C)=O. Product: [C:16]1([C:22]2[N:23]=[C:24]([CH:27]3[CH2:32][CH2:31][N:30]([C:8]([NH:7][C:3]4[CH:2]=[N:1][CH:6]=[CH:5][CH:4]=4)=[O:15])[CH2:29][CH2:28]3)[S:25][CH:26]=2)[CH:17]=[CH:18][CH:19]=[CH:20][CH:21]=1. The catalyst class is: 6.